Dataset: Full USPTO retrosynthesis dataset with 1.9M reactions from patents (1976-2016). Task: Predict the reactants needed to synthesize the given product. (1) Given the product [O:15]=[C:14]([N:16]1[CH2:21][CH2:20][N:19]([CH2:22][CH2:23][C:24]2[CH:33]=[CH:32][C:27]3[C:28](=[O:31])[O:29][CH2:30][C:26]=3[CH:25]=2)[CH2:18][CH2:17]1)[CH2:13][C:4]1[CH:5]=[CH:6][C:7]([N:8]2[CH:12]=[N:11][N:10]=[N:9]2)=[C:2]([CH:3]=1)[C:34]#[N:35], predict the reactants needed to synthesize it. The reactants are: I[C:2]1[CH:3]=[C:4]([CH2:13][C:14]([N:16]2[CH2:21][CH2:20][N:19]([CH2:22][CH2:23][C:24]3[CH:33]=[CH:32][C:27]4[C:28](=[O:31])[O:29][CH2:30][C:26]=4[CH:25]=3)[CH2:18][CH2:17]2)=[O:15])[CH:5]=[CH:6][C:7]=1[N:8]1[CH:12]=[N:11][N:10]=[N:9]1.[C:34]([Cu])#[N:35].O. (2) Given the product [CH:16]([C:17]1[C:18]([O:29][CH2:30][CH3:31])=[C:19]([CH:26]([CH3:28])[CH3:27])[CH:20]=[C:21]([CH:22]=1)[NH2:23])([C:32]1[C:33]([O:44][CH2:45][CH3:46])=[C:34]([CH:41]([CH3:43])[CH3:42])[CH:35]=[C:36]([CH:37]=1)[NH2:38])[C:5]1[C:4]([O:3][CH2:1][CH3:2])=[C:9]([CH:10]([CH3:11])[CH3:12])[CH:8]=[C:7]([CH:6]=1)[NH2:13], predict the reactants needed to synthesize it. The reactants are: [CH2:1]([O:3][C:4]1[C:9]([CH:10]([CH3:12])[CH3:11])=[CH:8][C:7]([N+:13]([O-])=O)=[CH:6][C:5]=1[CH:16]([C:32]1[CH:37]=[C:36]([N+:38]([O-])=O)[CH:35]=[C:34]([CH:41]([CH3:43])[CH3:42])[C:33]=1[O:44][CH2:45][CH3:46])[C:17]1[CH:22]=[C:21]([N+:23]([O-])=O)[CH:20]=[C:19]([CH:26]([CH3:28])[CH3:27])[C:18]=1[O:29][CH2:30][CH3:31])[CH3:2]. (3) Given the product [CH2:1]([O:3][C:4](=[O:32])[CH2:5][C:6]1[CH:7]=[N:8][C:9]([O:31][CH2:34][CH:35]2[CH2:37][CH2:36]2)=[C:10]([C:12]2[CH:17]=[CH:16][C:15]([C:18]([F:21])([F:20])[F:19])=[CH:14][C:13]=2[CH2:22][N:23]([C:26]([CH:28]2[CH2:29][CH2:30]2)=[O:27])[CH2:24][CH3:25])[CH:11]=1)[CH3:2], predict the reactants needed to synthesize it. The reactants are: [CH2:1]([O:3][C:4](=[O:32])[CH2:5][C:6]1[CH:7]=[N:8][C:9]([OH:31])=[C:10]([C:12]2[CH:17]=[CH:16][C:15]([C:18]([F:21])([F:20])[F:19])=[CH:14][C:13]=2[CH2:22][N:23]([C:26]([CH:28]2[CH2:30][CH2:29]2)=[O:27])[CH2:24][CH3:25])[CH:11]=1)[CH3:2].Br[CH2:34][CH:35]1[CH2:37][CH2:36]1. (4) Given the product [OH:28][CH2:27][C:2]1[CH:19]=[CH:18][C:5]2/[C:6](=[CH:15]\[C:16]#[N:17])/[C:7]3[CH:14]=[CH:13][CH:12]=[CH:11][C:8]=3[O:9][CH2:10][C:4]=2[CH:3]=1.[OH:69][CH2:68][C:21]1[CH:38]=[CH:37][C:24]2/[C:25](=[CH:34]/[C:35]#[N:36])/[C:26]3[CH:33]=[CH:32][CH:31]=[CH:30][C:27]=3[O:28][CH2:29][C:23]=2[CH:22]=1, predict the reactants needed to synthesize it. The reactants are: Br[C:2]1[CH:19]=[CH:18][C:5]2/[C:6](=[CH:15]\[C:16]#[N:17])/[C:7]3[CH:14]=[CH:13][CH:12]=[CH:11][C:8]=3[O:9][CH2:10][C:4]=2[CH:3]=1.Br[C:21]1[CH:38]=[CH:37][C:24]2/[C:25](=[CH:34]/[C:35]#[N:36])/[C:26]3[CH:33]=[CH:32][CH:31]=[CH:30][C:27]=3[O:28][CH2:29][C:23]=2[CH:22]=1.C1(P(C2C=CC=CC=2)CCCP(C2C=CC=CC=2)C2C=CC=CC=2)C=CC=CC=1.[C:68](=O)([O-])[O-:69].[Cs+].[Cs+].[OH-].[Na+].Cl.B.C1COCC1. (5) Given the product [S:40]1[C:36]2[CH:35]=[CH:34][C:33]([NH:1][C:2]3[CH:14]=[C:13]([C:15]4[CH:20]=[CH:19][C:18]([NH:21][S:22]([CH3:25])(=[O:24])=[O:23])=[CH:17][CH:16]=4)[CH:12]=[CH:11][C:3]=3[C:4]([O:6][C:7]([CH3:10])([CH3:9])[CH3:8])=[O:5])=[CH:41][C:37]=2[CH:38]=[CH:39]1, predict the reactants needed to synthesize it. The reactants are: [NH2:1][C:2]1[CH:14]=[C:13]([C:15]2[CH:20]=[CH:19][C:18]([NH:21][S:22]([CH3:25])(=[O:24])=[O:23])=[CH:17][CH:16]=2)[CH:12]=[CH:11][C:3]=1[C:4]([O:6][C:7]([CH3:10])([CH3:9])[CH3:8])=[O:5].C(=O)([O-])[O-].[Cs+].[Cs+].Br[C:33]1[CH:34]=[CH:35][C:36]2[S:40][CH:39]=[CH:38][C:37]=2[CH:41]=1.C1(P(C2CCCCC2)C2C=CC=CC=2C2C(C(C)C)=CC(C(C)C)=CC=2C(C)C)CCCCC1.C(O)(=O)CC(CC(O)=O)(C(O)=O)O. (6) Given the product [CH3:1][O:2][CH2:3][C@@:4]12[C@@H:21]3[C@H:12]([C@H:13]4[C@@:17]([CH2:19][CH2:20]3)([CH3:18])[C@@H:16]([CH2:22][OH:36])[CH2:15][CH2:14]4)[CH2:11][CH2:10][C@H:9]1[CH2:8][C@H:7]([O:23][CH2:24][O:25][CH3:26])[CH2:6][CH2:5]2, predict the reactants needed to synthesize it. The reactants are: [CH3:1][O:2][CH2:3][C@@:4]12[C@@H:21]3[C@H:12]([C@H:13]4[C@@:17]([CH2:19][CH2:20]3)([CH3:18])[C:16](=[CH2:22])[CH2:15][CH2:14]4)[CH2:11][CH2:10][C@H:9]1[CH2:8][C@H:7]([O:23][CH2:24][O:25][CH3:26])[CH2:6][CH2:5]2.B1C2CCCC1CCC2.[OH:36]O.[OH-].[Na+]. (7) Given the product [Br:1][C:2]1[CH:3]=[CH:4][C:5]([S:8]([N:11]2[CH2:15][CH2:14][CH2:13][CH:12]2[CH2:16][O:17][Si:27]([C:23]([CH3:26])([CH3:25])[CH3:24])([CH3:29])[CH3:28])(=[O:10])=[O:9])=[CH:6][CH:7]=1, predict the reactants needed to synthesize it. The reactants are: [Br:1][C:2]1[CH:7]=[CH:6][C:5]([S:8]([N:11]2[CH2:15][CH2:14][CH2:13][CH:12]2[CH2:16][OH:17])(=[O:10])=[O:9])=[CH:4][CH:3]=1.N1C=CN=C1.[C:23]([Si:27](Cl)([CH3:29])[CH3:28])([CH3:26])([CH3:25])[CH3:24]. (8) Given the product [CH:14]1[C:15]2[C:19]3[CH2:20][CH2:21][CH2:22][CH2:23][CH2:24][C:18]=3[O:17][C:16]=2[CH:25]=[CH:26][C:13]=1[NH:12][C:2](=[O:1])[CH2:3][NH2:4], predict the reactants needed to synthesize it. The reactants are: [O:1]=[C:2]([NH:12][C:13]1[CH:26]=[CH:25][C:16]2[O:17][C:18]3[CH2:24][CH2:23][CH2:22][CH2:21][CH2:20][C:19]=3[C:15]=2[CH:14]=1)[CH2:3][NH:4]C(=O)OC(C)(C)C.FC(F)(F)C(O)=O.